Dataset: Reaction yield outcomes from USPTO patents with 853,638 reactions. Task: Predict the reaction yield, written as a fraction of the theoretical maximum amount of product (1.0 means a 100% yield; for example, 0.34 means a 34% yield). (1) The reactants are [NH2:1][C:2]1[CH:6]=[C:5]([C:7]2[CH:12]=[CH:11][C:10]([C:13]([F:16])([F:15])[F:14])=[CH:9][CH:8]=2)[NH:4][N:3]=1.[OH-].[K+].[C:19](O[C:19]([O:21][C:22]([CH3:25])([CH3:24])[CH3:23])=[O:20])([O:21][C:22]([CH3:25])([CH3:24])[CH3:23])=[O:20]. The catalyst is C(Cl)Cl. The product is [C:22]([O:21][C:19]([N:4]1[C:5]([C:7]2[CH:8]=[CH:9][C:10]([C:13]([F:14])([F:16])[F:15])=[CH:11][CH:12]=2)=[CH:6][C:2]([NH2:1])=[N:3]1)=[O:20])([CH3:25])([CH3:24])[CH3:23]. The yield is 0.690. (2) The reactants are [F:1][C:2]1[CH:3]=[C:4]2[C:8](=[CH:9][CH:10]=1)[NH:7][C:6](=[O:11])[C:5]2=[C:12]1[C:20]2[C:15](=[CH:16][C:17]([CH2:21][CH2:22][CH2:23]OS(C)(=O)=O)=[CH:18][CH:19]=2)[CH2:14][O:13]1.[NH:29]1[CH2:34][CH2:33][O:32][CH2:31][CH2:30]1.O. The catalyst is CN(C=O)C. The product is [F:1][C:2]1[CH:3]=[C:4]2[C:8](=[CH:9][CH:10]=1)[NH:7][C:6](=[O:11])[C:5]2=[C:12]1[C:20]2[C:15](=[CH:16][C:17]([CH2:21][CH2:22][CH2:23][N:29]3[CH2:34][CH2:33][O:32][CH2:31][CH2:30]3)=[CH:18][CH:19]=2)[CH2:14][O:13]1. The yield is 0.890. (3) The catalyst is C(O)C. The product is [C:10]([O:14][C:15]([N:17]1[CH2:21][CH2:20][CH2:19][CH:18]1[C:22]1[NH:9][C:4]2[CH:3]=[C:2]([Br:1])[CH:7]=[CH:6][C:5]=2[N:8]=1)=[O:16])([CH3:13])([CH3:11])[CH3:12]. The yield is 0.550. The reactants are [Br:1][C:2]1[CH:3]=[C:4]([NH2:9])[C:5]([NH2:8])=[CH:6][CH:7]=1.[C:10]([O:14][C:15]([N:17]1[CH2:21][CH2:20][CH2:19][CH:18]1[CH:22]=O)=[O:16])([CH3:13])([CH3:12])[CH3:11]. (4) The reactants are Br[C:2]1[CH:18]=[C:17]([CH3:19])[C:5]2[N:6]=[C:7]([NH:10][C:11]3[CH:16]=[CH:15][CH:14]=[CH:13][CH:12]=3)[N:8]=[N:9][C:4]=2[CH:3]=1.[CH3:20][C:21]1[CH:26]=[C:25]([CH3:27])[CH:24]=[C:23]([CH3:28])[C:22]=1B(O)O.C(=O)([O-])[O-].[K+].[K+].C1(P(C2C=CC=CC=2)C2C=CC=CC=2)C=CC=CC=1. The catalyst is CN(C)C(=O)C.C(O)C.O.[Pd].[Pd].C(=CC(C=CC1C=CC=CC=1)=O)C1C=CC=CC=1.C(=CC(C=CC1C=CC=CC=1)=O)C1C=CC=CC=1.C(=CC(C=CC1C=CC=CC=1)=O)C1C=CC=CC=1. The product is [CH3:19][C:17]1[C:5]2[N:6]=[C:7]([NH:10][C:11]3[CH:16]=[CH:15][CH:14]=[CH:13][CH:12]=3)[N:8]=[N:9][C:4]=2[CH:3]=[C:2]([C:22]2[C:23]([CH3:28])=[CH:24][C:25]([CH3:27])=[CH:26][C:21]=2[CH3:20])[CH:18]=1. The yield is 0.268. (5) The reactants are Br[CH2:2][C:3]1[CH:10]=[C:9]([F:11])[CH:8]=[CH:7][C:4]=1[C:5]#[N:6].[CH3:12][NH:13][CH3:14]. No catalyst specified. The product is [CH3:12][N:13]([CH2:2][C:3]1[CH:10]=[C:9]([F:11])[CH:8]=[CH:7][C:4]=1[C:5]#[N:6])[CH3:14]. The yield is 0.680. (6) The reactants are [Br:1][C:2]1[CH:3]=[C:4]([C:14]([OH:16])=O)[C:5]2[CH:6]=[N:7][N:8]([CH:11]([CH3:13])[CH3:12])[C:9]=2[CH:10]=1.[NH2:17][CH2:18][C:19]1[C:20](=[O:27])[NH:21][C:22]([CH3:26])=[CH:23][C:24]=1[CH3:25].ON1C2N=CC=CC=2N=N1.C(Cl)CCl.CN1CCOCC1. The catalyst is CS(C)=O.O. The product is [Br:1][C:2]1[CH:3]=[C:4]([C:14]([NH:17][CH2:18][C:19]2[C:20](=[O:27])[NH:21][C:22]([CH3:26])=[CH:23][C:24]=2[CH3:25])=[O:16])[C:5]2[CH:6]=[N:7][N:8]([CH:11]([CH3:12])[CH3:13])[C:9]=2[CH:10]=1. The yield is 0.850.